This data is from Reaction yield outcomes from USPTO patents with 853,638 reactions. The task is: Predict the reaction yield, written as a fraction of the theoretical maximum amount of product (1.0 means a 100% yield; for example, 0.34 means a 34% yield). (1) The reactants are [NH2:1][C:2]1[CH:16]=[CH:15][CH:14]=[C:13]([F:17])[C:3]=1[C:4]([NH:6][C:7]1[CH:12]=[CH:11][CH:10]=[CH:9][CH:8]=1)=[O:5].[C:18]([O:22][C:23]([NH:25][C@@H:26]([CH3:30])[C:27](O)=[O:28])=[O:24])([CH3:21])([CH3:20])[CH3:19].CN(C(ON1N=NC2C=CC=NC1=2)=[N+](C)C)C.F[P-](F)(F)(F)(F)F.CCN(C(C)C)C(C)C. The catalyst is C(Cl)Cl. The product is [F:17][C:13]1[C:3]([C:4](=[O:5])[NH:6][C:7]2[CH:12]=[CH:11][CH:10]=[CH:9][CH:8]=2)=[C:2]([NH:1][C:27](=[O:28])[C@@H:26]([NH:25][C:23](=[O:24])[O:22][C:18]([CH3:20])([CH3:19])[CH3:21])[CH3:30])[CH:16]=[CH:15][CH:14]=1. The yield is 0.678. (2) The reactants are [NH2:1][C:2]1[C:3]([C:9]2[CH:10]=[C:11]3[C:16](=[CH:17][N:18]=2)[N:15]=[CH:14][CH:13]=[C:12]3[N:19]2[CH2:24][CH2:23][CH2:22][C@H:21]([NH:25]C(=O)OC(C)(C)C)[CH2:20]2)=[N:4][C:5](Cl)=[CH:6][CH:7]=1.[F:33][C:34]1[CH:39]=[CH:38][C:37](B(O)O)=[CH:36][CH:35]=1. The catalyst is C1C=CC(P(C2C=CC=CC=2)[C-]2C=CC=C2)=CC=1.C1C=CC(P(C2C=CC=CC=2)[C-]2C=CC=C2)=CC=1.Cl[Pd]Cl.[Fe+2].C(Cl)Cl.COCCOC. The product is [NH2:25][C@H:21]1[CH2:22][CH2:23][CH2:24][N:19]([C:12]2[C:11]3[C:16](=[CH:17][N:18]=[C:9]([C:3]4[C:2]([NH2:1])=[CH:7][CH:6]=[C:5]([C:37]5[CH:38]=[CH:39][C:34]([F:33])=[CH:35][CH:36]=5)[N:4]=4)[CH:10]=3)[N:15]=[CH:14][CH:13]=2)[CH2:20]1. The yield is 0.610. (3) The reactants are C([O:8][C@@H:9]1[C@@H:14]([O:15]CC2C=CC=CC=2)[C@@H:13]([O:23]CC2C=CC=CC=2)[C@@H:12]([CH2:31][O:32]CC2C=CC=CC=2)[O:11][C@:10]21[C:47]1[C:42](=[CH:43][C:44]([F:57])=[C:45]([CH2:48][C:49]3[CH:54]=[CH:53][C:52]([CH2:55][CH3:56])=[CH:51][CH:50]=3)[CH:46]=1)[CH2:41][O:40]2)C1C=CC=CC=1. The catalyst is C(OCC)(=O)C.CO.Cl.[C].[Pd]. The product is [CH2:55]([C:52]1[CH:51]=[CH:50][C:49]([CH2:48][C:45]2[CH:46]=[C:47]3[C:42]([CH2:41][O:40][C@:10]43[C@H:9]([OH:8])[C@@H:14]([OH:15])[C@H:13]([OH:23])[C@@H:12]([CH2:31][OH:32])[O:11]4)=[CH:43][C:44]=2[F:57])=[CH:54][CH:53]=1)[CH3:56]. The yield is 0.740.